This data is from Full USPTO retrosynthesis dataset with 1.9M reactions from patents (1976-2016). The task is: Predict the reactants needed to synthesize the given product. (1) Given the product [Cl:19][C:12]1[C:13]2[O:14][C:6]3[CH:5]=[CH:4][C:3]([C:2]([F:18])([F:17])[F:1])=[CH:16][C:7]=3[C:8]=2[N:9]=[CH:10][N:11]=1, predict the reactants needed to synthesize it. The reactants are: [F:1][C:2]([F:18])([F:17])[C:3]1[CH:4]=[CH:5][C:6]2[O:14][C:13]3[C:12](=O)[NH:11][CH:10]=[N:9][C:8]=3[C:7]=2[CH:16]=1.[Cl:19]C1C2OC3C=CC(Cl)=CC=3C=2N=CN=1. (2) Given the product [Br:46][CH2:14][CH2:13][CH:12]([C:9]1[CH:10]=[CH:11][C:6]([C:4](=[O:5])[N:3]([CH2:24][CH3:25])[CH2:1][CH3:2])=[CH:7][CH:8]=1)[C:16]1[CH:21]=[CH:20][CH:19]=[C:18]([O:22][CH3:23])[CH:17]=1, predict the reactants needed to synthesize it. The reactants are: [CH2:1]([N:3]([CH2:24][CH3:25])[C:4]([C:6]1[CH:11]=[CH:10][C:9]([CH:12]([C:16]2[CH:21]=[CH:20][CH:19]=[C:18]([O:22][CH3:23])[CH:17]=2)[CH2:13][CH2:14]O)=[CH:8][CH:7]=1)=[O:5])[CH3:2].C1(P(C2C=CC=CC=2)C2C=CC=CC=2)C=CC=CC=1.C(Br)(Br)(Br)[Br:46].O.